From a dataset of Catalyst prediction with 721,799 reactions and 888 catalyst types from USPTO. Predict which catalyst facilitates the given reaction. (1) The catalyst class is: 18. Product: [CH2:17]([N:7]1[C:8](=[O:16])[C:9]2[C:14]([CH3:15])=[N:13][S:12][C:10]=2[N:11]=[C:6]1[CH:2]([NH:1][CH2:25][CH2:26][CH:27]1[O:31][CH2:30][CH2:29][O:28]1)[CH:3]([CH3:5])[CH3:4])[C:18]1[CH:19]=[CH:20][CH:21]=[CH:22][CH:23]=1. Reactant: [NH2:1][CH:2]([C:6]1[N:7]([CH2:17][C:18]2[CH:23]=[CH:22][CH:21]=[CH:20][CH:19]=2)[C:8](=[O:16])[C:9]2[C:14]([CH3:15])=[N:13][S:12][C:10]=2[N:11]=1)[CH:3]([CH3:5])[CH3:4].Br[CH2:25][CH2:26][CH:27]1[O:31][CH2:30][CH2:29][O:28]1. (2) Reactant: [C:1](Cl)(=[O:4])[CH:2]=[CH2:3].[NH2:6][C:7]1[CH:12]=[CH:11][C:10]([S:13][C:14]2[N:19]=[C:18]([NH:20][C:21]3[NH:25][N:24]=[C:23]([CH3:26])[CH:22]=3)[CH:17]=[C:16]([N:27]3[CH2:32][CH2:31][N:30]([CH3:33])[CH2:29][CH2:28]3)[N:15]=2)=[CH:9][CH:8]=1. Product: [CH3:26][C:23]1[CH:22]=[C:21]([NH:20][C:18]2[CH:17]=[C:16]([N:27]3[CH2:28][CH2:29][N:30]([CH3:33])[CH2:31][CH2:32]3)[N:15]=[C:14]([S:13][C:10]3[CH:11]=[CH:12][C:7]([NH:6][C:1](=[O:4])[CH:2]=[CH2:3])=[CH:8][CH:9]=3)[N:19]=2)[NH:25][N:24]=1. The catalyst class is: 124. (3) Reactant: S(Cl)([Cl:4])(=O)=O.[CH2:6]([O:8][C:9]([C:11]1[C:12]2[N:13]=[CH:14][CH:15]=[N:16][C:17]=2[C:18]([C:21]2[C:26]([F:27])=[C:25]([O:28][CH3:29])[CH:24]=[C:23]([O:30][CH3:31])[C:22]=2F)=[CH:19][CH:20]=1)=[O:10])[CH3:7]. Product: [CH2:6]([O:8][C:9]([C:11]1[C:12]2[N:13]=[CH:14][CH:15]=[N:16][C:17]=2[C:18]([C:21]2[C:26]([F:27])=[C:25]([O:28][CH3:29])[CH:24]=[C:23]([O:30][CH3:31])[C:22]=2[Cl:4])=[CH:19][CH:20]=1)=[O:10])[CH3:7]. The catalyst class is: 23. (4) Reactant: [Cl:1][C:2]1[CH:16]=[CH:15][C:14]([C@@:17]23[O:24][C@@:21]([CH2:25][OH:26])([CH2:22][O:23]2)[C@@H:20]([OH:27])[C@H:19]([OH:28])[C@H:18]3[OH:29])=[CH:13][C:3]=1[CH2:4][C:5]1[CH:12]=[CH:11][C:8]([C:9]#N)=[CH:7][CH:6]=1.C[Mg]I.[CH3:33][CH2:34]OCC.[Cl-].[NH4+].C1C[O:43]CC1. Product: [Cl:1][C:2]1[CH:16]=[CH:15][C:14]([C@@:17]23[O:24][C@@:21]([CH2:25][OH:26])([CH2:22][O:23]2)[C@@H:20]([OH:27])[C@H:19]([OH:28])[C@H:18]3[OH:29])=[CH:13][C:3]=1[CH2:4][C:5]1[CH:12]=[CH:11][C:8]([C:9](=[O:43])[CH2:33][CH3:34])=[CH:7][CH:6]=1. The catalyst class is: 133. (5) Reactant: [C:1]1(=[O:8])[CH2:7][CH2:6][CH2:5][CH2:4][CH2:3][CH2:2]1.CC(C)([O-])C.[K+].Cl[CH2:16][CH2:17][CH2:18][CH2:19][CH2:20]I. Product: [CH2:16]1[C:2]2([CH2:3][CH2:4][CH2:5][CH2:6][CH2:7][C:1]2=[O:8])[CH2:20][CH2:19][CH2:18][CH2:17]1. The catalyst class is: 116. (6) Reactant: [CH:1]1([C:4]2[CH:5]=[N:6][C:7]([NH:14][C:15]3[CH:24]=[CH:23][C:22]4[C:17](=[CH:18][C:19]([C:25]5[CH:30]=[CH:29][CH:28]=[CH:27][CH:26]=5)=[CH:20][CH:21]=4)[CH:16]=3)=[C:8]([CH:13]=2)[C:9]([O:11]C)=[O:10])[CH2:3][CH2:2]1.[OH-].[Na+]. Product: [CH:1]1([C:4]2[CH:5]=[N:6][C:7]([NH:14][C:15]3[CH:24]=[CH:23][C:22]4[C:17](=[CH:18][C:19]([C:25]5[CH:30]=[CH:29][CH:28]=[CH:27][CH:26]=5)=[CH:20][CH:21]=4)[CH:16]=3)=[C:8]([CH:13]=2)[C:9]([OH:11])=[O:10])[CH2:2][CH2:3]1. The catalyst class is: 111.